This data is from Full USPTO retrosynthesis dataset with 1.9M reactions from patents (1976-2016). The task is: Predict the reactants needed to synthesize the given product. (1) Given the product [F:1][C:2]1[CH:11]=[C:10]([F:12])[CH:9]=[C:8]2[C:3]=1[C:4]([NH:20][C:21]1[C:26]([CH:27]3[CH2:32][CH2:31][N:30]([S:40]([CH3:39])(=[O:42])=[O:41])[CH2:29][CH2:28]3)=[CH:25][N:24]=[C:23]([N:33]3[CH2:38][CH2:37][O:36][CH2:35][CH2:34]3)[CH:22]=1)=[C:5]([CH3:19])[C:6]([C:13]1[CH:18]=[CH:17][CH:16]=[CH:15][N:14]=1)=[N:7]2, predict the reactants needed to synthesize it. The reactants are: [F:1][C:2]1[CH:11]=[C:10]([F:12])[CH:9]=[C:8]2[C:3]=1[C:4]([NH:20][C:21]1[C:26]([CH:27]3[CH2:32][CH2:31][NH:30][CH2:29][CH2:28]3)=[CH:25][N:24]=[C:23]([N:33]3[CH2:38][CH2:37][O:36][CH2:35][CH2:34]3)[CH:22]=1)=[C:5]([CH3:19])[C:6]([C:13]1[CH:18]=[CH:17][CH:16]=[CH:15][N:14]=1)=[N:7]2.[CH3:39][S:40](Cl)(=[O:42])=[O:41]. (2) Given the product [CH2:17]([O:16][C:12]1[CH:11]=[C:10]([CH:9]([NH:24][C:25]([CH:27]2[CH2:28][CH2:29][CH2:30]2)=[O:26])[C:6]2[C:7](=[O:8])[NH:2][CH:3]=[N:4][N:5]=2)[CH:15]=[CH:14][CH:13]=1)[C:18]1[CH:19]=[CH:20][CH:21]=[CH:22][CH:23]=1, predict the reactants needed to synthesize it. The reactants are: N[N:2]1[C:7](=[O:8])[C:6]([CH:9]([NH:24][C:25]([CH:27]2[CH2:30][CH2:29][CH2:28]2)=[O:26])[C:10]2[CH:15]=[CH:14][CH:13]=[C:12]([O:16][CH2:17][C:18]3[CH:23]=[CH:22][CH:21]=[CH:20][CH:19]=3)[CH:11]=2)=[N:5][N:4]=[CH:3]1.Cl.N([O-])=O.[Na+]. (3) The reactants are: Cl.[Br:2][C:3]1[CH:8]=[CH:7][CH:6]=[CH:5][C:4]=1[CH2:9][NH2:10].C(N(CC)CC)C.[C:18](OC(=O)C)(=[O:20])[CH3:19].Cl. Given the product [Br:2][C:3]1[CH:8]=[CH:7][CH:6]=[CH:5][C:4]=1[CH2:9][NH:10][C:18](=[O:20])[CH3:19], predict the reactants needed to synthesize it. (4) Given the product [N:1]([C@H:21]1[CH2:26][CH2:25][CH2:24][CH2:23][C@H:22]1[NH:27][C:28](=[O:34])[O:29][C:30]([CH3:32])([CH3:31])[CH3:33])=[N+:2]=[N-:3], predict the reactants needed to synthesize it. The reactants are: [N-:1]=[N+:2]=[N-:3].[Na+].O(S(C(F)(F)F)(=O)=O)S(C(F)(F)F)(=O)=O.N[C@H:21]1[CH2:26][CH2:25][CH2:24][CH2:23][C@H:22]1[NH:27][C:28](=[O:34])[O:29][C:30]([CH3:33])([CH3:32])[CH3:31].S(N=[N+]=[N-])(C(F)(F)F)(=O)=O.C(Cl)Cl. (5) Given the product [Si:17]([O:16][CH2:15][CH2:14][C:13]1[CH:24]=[CH:25][C:10]([NH:35][CH2:34][CH2:33][CH:32]([C:26]2[CH:31]=[CH:30][CH:29]=[CH:28][CH:27]=2)[C:36]2[CH:41]=[CH:40][CH:39]=[CH:38][CH:37]=2)=[CH:11][CH:12]=1)([C:20]([CH3:23])([CH3:22])[CH3:21])([CH3:19])[CH3:18], predict the reactants needed to synthesize it. The reactants are: N1CCC[C@H]1C(O)=O.Br[C:10]1[CH:25]=[CH:24][C:13]([CH2:14][CH2:15][O:16][Si:17]([C:20]([CH3:23])([CH3:22])[CH3:21])([CH3:19])[CH3:18])=[CH:12][CH:11]=1.[C:26]1([CH:32]([C:36]2[CH:41]=[CH:40][CH:39]=[CH:38][CH:37]=2)[CH2:33][CH2:34][NH2:35])[CH:31]=[CH:30][CH:29]=[CH:28][CH:27]=1.P([O-])([O-])([O-])=O.[K+].[K+].[K+]. (6) Given the product [NH:8]1[CH:12]=[C:11]([CH2:13][CH2:14][O:15][C:16]2[CH:17]=[C:18]3[C:23](=[CH:24][CH:25]=2)[C:22](=[O:26])[C:21](=[CH:32][C:29]2[CH:30]=[CH:31][S:27][CH:28]=2)[CH2:20][CH2:19]3)[N:10]=[CH:9]1, predict the reactants needed to synthesize it. The reactants are: C(OC([N:8]1[CH:12]=[C:11]([CH2:13][CH2:14][O:15][C:16]2[CH:25]=[CH:24][C:23]3[C:22](=[O:26])[CH2:21][CH2:20][CH2:19][C:18]=3[CH:17]=2)[N:10]=[CH:9]1)=O)(C)(C)C.[S:27]1[CH:31]=[CH:30][C:29]([CH:32]=O)=[CH:28]1.CO. (7) Given the product [CH2:1]([O:8][C:9]1[C:13]([CH2:14][OH:15])=[CH:12][N:11]([CH:19]2[CH2:24][CH2:23][CH2:22][CH2:21][CH2:20]2)[N:10]=1)[C:2]1[CH:3]=[CH:4][CH:5]=[CH:6][CH:7]=1, predict the reactants needed to synthesize it. The reactants are: [CH2:1]([O:8][C:9]1[C:13]([C:14](OCC)=[O:15])=[CH:12][N:11]([CH:19]2[CH2:24][CH2:23][CH2:22][CH2:21][CH2:20]2)[N:10]=1)[C:2]1[CH:7]=[CH:6][CH:5]=[CH:4][CH:3]=1.[H-].[Al+3].[Li+].[H-].[H-].[H-].Cl. (8) Given the product [I:23][CH2:2][CH2:3][O:4][C:5]1[CH:10]=[CH:9][C:8]([CH2:11][C:12]2[CH:17]=[CH:16][C:15]([C:18]3[O:19][CH:20]=[CH:21][N:22]=3)=[CH:14][CH:13]=2)=[CH:7][CH:6]=1, predict the reactants needed to synthesize it. The reactants are: Cl[CH2:2][CH2:3][O:4][C:5]1[CH:10]=[CH:9][C:8]([CH2:11][C:12]2[CH:17]=[CH:16][C:15]([C:18]3[O:19][CH:20]=[CH:21][N:22]=3)=[CH:14][CH:13]=2)=[CH:7][CH:6]=1.[I-:23].[Na+]. (9) Given the product [F:23][C:24]([F:43])([F:42])[S:25]([O:9][C:10]1[CH2:11][CH2:12][N:13]([C:16]([O:18][C:19]([CH3:22])([CH3:21])[CH3:20])=[O:17])[CH2:14][CH:15]=1)(=[O:27])=[O:26], predict the reactants needed to synthesize it. The reactants are: C([N-]C(C)C)(C)C.[Li+].[O:9]=[C:10]1[CH2:15][CH2:14][N:13]([C:16]([O:18][C:19]([CH3:22])([CH3:21])[CH3:20])=[O:17])[CH2:12][CH2:11]1.[F:23][C:24]([F:43])([F:42])[S:25](N(C1C=CC=CC=1)[S:25]([C:24]([F:43])([F:42])[F:23])(=[O:27])=[O:26])(=[O:27])=[O:26].C(=O)([O-])[O-].[K+].[K+]. (10) Given the product [S:1]1[CH:5]=[CH:4][C:3]2[CH:6]=[CH:7][CH:8]=[C:9]([CH:10]=[O:11])[C:2]1=2, predict the reactants needed to synthesize it. The reactants are: [S:1]1[CH:5]=[CH:4][C:3]2[CH:6]=[CH:7][CH:8]=[C:9]([CH2:10][OH:11])[C:2]1=2.